Dataset: Oral bioavailability binary classification data from Ma et al.. Task: Regression/Classification. Given a drug SMILES string, predict its absorption, distribution, metabolism, or excretion properties. Task type varies by dataset: regression for continuous measurements (e.g., permeability, clearance, half-life) or binary classification for categorical outcomes (e.g., BBB penetration, CYP inhibition). Dataset: bioavailability_ma. (1) The drug is Cc1cnc(C(=O)O)c[n+]1[O-]. The result is 1 (high bioavailability). (2) The compound is COc1ccc([C@@H]2CC(=O)c3c(O)cc(O[C@@H]4O[C@H](CO[C@@H]5O[C@@H](C)[C@H](O)[C@@H](O)[C@H]5O)[C@@H](O)[C@H](O)[C@H]4O)cc3O2)cc1O. The result is 0 (low bioavailability). (3) The compound is CC[C@]12CCCN3CCc4c(n(c5ccccc45)[C@@](O)(C(=O)OC)C1)[C@@H]32. The result is 0 (low bioavailability). (4) The drug is CCOc1nc2cccc(C(=O)O)c2n1Cc1ccc(-c2ccccc2-c2nnn[nH]2)cc1. The result is 1 (high bioavailability). (5) The compound is CN1C(=O)CN=C(c2ccccc2F)c2cc([N+](=O)[O-])ccc21. The result is 1 (high bioavailability). (6) The molecule is COc1ccc2cc(CCC(C)=O)ccc2c1. The result is 1 (high bioavailability). (7) The molecule is CN(C)C(=N)NC(=N)N. The result is 1 (high bioavailability). (8) The drug is Cn1cc[nH]c1=S. The result is 1 (high bioavailability).